Predict the product of the given reaction. From a dataset of Forward reaction prediction with 1.9M reactions from USPTO patents (1976-2016). (1) The product is: [O:20]1[C:24]2[CH:25]=[CH:26][CH:27]=[CH:28][C:23]=2[N:22]=[C:21]1[C:36]1[C:44]2[C:39](=[N:40][CH:41]=[N:42][C:43]=2[NH2:45])[N:38]([C:50]([CH3:53])([CH3:52])[CH3:51])[N:37]=1. Given the reactants C1(P(C2C=CC=CC=2)C2C=CC=CC=2)C=CC=CC=1.[O:20]1[C:24]2[CH:25]=[CH:26][CH:27]=[CH:28][C:23]=2[N:22]=[CH:21]1.C(=O)([O-])[O-].[Cs+].[Cs+].Br[C:36]1[C:44]2[C:39](=[N:40][CH:41]=[N:42][C:43]=2[N:45]=CN(C)C)[N:38]([C:50]([CH3:53])([CH3:52])[CH3:51])[N:37]=1.O=O, predict the reaction product. (2) Given the reactants C([O:3][C:4](=[O:19])[C:5]([NH:7][C:8]1[CH:18]=[CH:17][C:11]2[NH:12][C:13](=[O:16])[CH2:14][O:15][C:10]=2[CH:9]=1)=[O:6])C.[OH-].[K+], predict the reaction product. The product is: [O:16]=[C:13]1[NH:12][C:11]2[CH:17]=[CH:18][C:8]([NH:7][C:5](=[O:6])[C:4]([OH:19])=[O:3])=[CH:9][C:10]=2[O:15][CH2:14]1. (3) Given the reactants [CH:1]1[C:10]2[CH:9]=[CH:8][CH:7]=[C:6]([C:11]([OH:13])=O)[C:5]=2[CH:4]=[CH:3][N:2]=1.[CH3:14][N:15]1[CH2:20][CH2:19][CH:18]([NH2:21])[CH2:17][CH2:16]1.CN(C=O)C.C(P1(=O)OP(CCC)(=O)OP(CCC)(=O)O1)CC, predict the reaction product. The product is: [CH3:14][N:15]1[CH2:20][CH2:19][CH:18]([NH:21][C:11]([C:6]2[C:5]3[CH:4]=[CH:3][N:2]=[CH:1][C:10]=3[CH:9]=[CH:8][CH:7]=2)=[O:13])[CH2:17][CH2:16]1. (4) Given the reactants I[CH2:2][C@@H:3]([CH3:16])[CH2:4][N:5]1[C:14]2[C:9](=[CH:10][CH:11]=[CH:12][CH:13]=2)[CH2:8][CH2:7][C:6]1=[O:15].[CH:17](=[C:21]1[CH2:26][CH2:25][NH:24][CH2:23][CH2:22]1)[CH2:18][CH2:19][CH3:20], predict the reaction product. The product is: [CH:17](=[C:21]1[CH2:26][CH2:25][N:24]([CH2:2][C@@H:3]([CH3:16])[CH2:4][N:5]2[C:14]3[C:9](=[CH:10][CH:11]=[CH:12][CH:13]=3)[CH2:8][CH2:7][C:6]2=[O:15])[CH2:23][CH2:22]1)[CH2:18][CH2:19][CH3:20]. (5) Given the reactants [S:1]1[C:9]2[CH:8]=[CH:7][N:6]=[CH:5][C:4]=2[CH:3]=[C:2]1[C:10]([OH:12])=O.CCN(CC)CC.CN([C:23]([O:27][N:28]1N=NC2C=CC=N[C:29]1=2)=[N+](C)C)C.F[P-](F)(F)(F)(F)F.Cl.CNOC, predict the reaction product. The product is: [CH3:23][O:27][N:28]([CH3:29])[C:10]([C:2]1[S:1][C:9]2[CH:8]=[CH:7][N:6]=[CH:5][C:4]=2[CH:3]=1)=[O:12].